From a dataset of Forward reaction prediction with 1.9M reactions from USPTO patents (1976-2016). Predict the product of the given reaction. (1) Given the reactants [OH:1][C:2]1[CH:3]=[C:4]([CH:9]=[C:10]([O:12][C@@H:13]([CH3:17])[CH2:14][O:15][CH3:16])[CH:11]=1)[C:5]([O:7][CH3:8])=[O:6].[N:18]1([C:22]([C:24]2[CH:25]=[C:26]([Cl:31])[C:27](Cl)=[N:28][CH:29]=2)=[O:23])[CH2:21][CH2:20][CH2:19]1.C(=O)([O-])[O-].[K+].[K+].Cl, predict the reaction product. The product is: [N:18]1([C:22]([C:24]2[CH:25]=[C:26]([Cl:31])[C:27]([O:1][C:2]3[CH:3]=[C:4]([CH:9]=[C:10]([O:12][C@@H:13]([CH3:17])[CH2:14][O:15][CH3:16])[CH:11]=3)[C:5]([O:7][CH3:8])=[O:6])=[N:28][CH:29]=2)=[O:23])[CH2:21][CH2:20][CH2:19]1. (2) Given the reactants [CH2:1]([C:3]1[CH:24]=[CH:23][CH:22]=[C:21]([CH3:25])[C:4]=1[CH2:5][NH:6][C:7]1[C:15]2[NH:14][C:13]([CH3:19])(C(O)=O)[N:12]([CH3:20])[C:11]=2[CH:10]=[CH:9][CH:8]=1)[CH3:2].[NH:26]1[CH2:30][CH2:29][CH2:28][CH2:27]1.[Cl-].[NH4+].O.[O:34]1CCC[CH2:35]1, predict the reaction product. The product is: [CH2:1]([C:3]1[CH:24]=[CH:23][CH:22]=[C:21]([CH3:25])[C:4]=1[CH2:5][NH:6][C:7]1[C:15]2[N:14]=[C:13]([CH3:19])[N:12]([CH3:20])[C:11]=2[CH:10]=[C:9]([C:35]([N:26]2[CH2:30][CH2:29][CH2:28][CH2:27]2)=[O:34])[CH:8]=1)[CH3:2]. (3) Given the reactants C[O:2][C:3](=[O:41])[CH2:4][C:5]1[CH:10]=[CH:9][CH:8]=[C:7]([O:11][CH2:12][CH2:13][CH2:14][N:15]([CH2:27][CH:28]([C:35]2[CH:40]=[CH:39][CH:38]=[CH:37][CH:36]=2)[C:29]2[CH:34]=[CH:33][CH:32]=[CH:31][CH:30]=2)[CH2:16][C:17]2[CH:22]=[C:21]([O:23][CH3:24])[CH:20]=[C:19]([O:25][CH3:26])[CH:18]=2)[CH:6]=1.[OH-].[Na+], predict the reaction product. The product is: [C:29]1([CH:28]([C:35]2[CH:36]=[CH:37][CH:38]=[CH:39][CH:40]=2)[CH2:27][N:15]([CH2:16][C:17]2[CH:22]=[C:21]([O:23][CH3:24])[CH:20]=[C:19]([O:25][CH3:26])[CH:18]=2)[CH2:14][CH2:13][CH2:12][O:11][C:7]2[CH:6]=[C:5]([CH2:4][C:3]([OH:41])=[O:2])[CH:10]=[CH:9][CH:8]=2)[CH:34]=[CH:33][CH:32]=[CH:31][CH:30]=1. (4) Given the reactants C=O.[NH:3]1[CH2:8][CH2:7][CH:6]([CH2:9][CH2:10][CH2:11][OH:12])[CH2:5][CH2:4]1.[C:13]([BH3-])#N.[Na+].C(O)(=O)C, predict the reaction product. The product is: [CH3:13][N:3]1[CH2:8][CH2:7][CH:6]([CH2:9][CH2:10][CH2:11][OH:12])[CH2:5][CH2:4]1. (5) Given the reactants [C:1]([C:3]1[CH:31]=[CH:30][C:6]([O:7][C:8]2[C:16]([F:17])=[CH:15][C:11]([C:12]([OH:14])=O)=[C:10]([O:18][C:19]3[CH:24]=[CH:23][CH:22]=[C:21]([O:25][C:26]([F:29])([F:28])[F:27])[CH:20]=3)[N:9]=2)=[CH:5][CH:4]=1)#[N:2].[C:32]([O:36][C:37](=[O:47])[NH:38][CH2:39][CH2:40][CH:41]1[CH2:46][CH2:45][NH:44][CH2:43][CH2:42]1)([CH3:35])([CH3:34])[CH3:33], predict the reaction product. The product is: [C:32]([O:36][C:37](=[O:47])[NH:38][CH2:39][CH2:40][CH:41]1[CH2:42][CH2:43][N:44]([C:12]([C:11]2[C:10]([O:18][C:19]3[CH:24]=[CH:23][CH:22]=[C:21]([O:25][C:26]([F:29])([F:27])[F:28])[CH:20]=3)=[N:9][C:8]([O:7][C:6]3[CH:5]=[CH:4][C:3]([C:1]#[N:2])=[CH:31][CH:30]=3)=[C:16]([F:17])[CH:15]=2)=[O:14])[CH2:45][CH2:46]1)([CH3:35])([CH3:33])[CH3:34]. (6) Given the reactants [Cl:1][C:2]1[N:7]=[C:6]([N:8]2[CH2:13][CH2:12][O:11][CH2:10][C@H:9]2[CH3:14])[CH:5]=[C:4]([CH2:15][S:16]([CH:19]([CH3:21])[CH3:20])(=[O:18])=[O:17])[N:3]=1.[H-].[Na+].Cl.[CH2:25]([N:32]([CH2:36][CH2:37]Cl)[CH2:33][CH2:34]Cl)[C:26]1[CH:31]=[CH:30][CH:29]=[CH:28][CH:27]=1, predict the reaction product. The product is: [CH2:25]([N:32]1[CH2:36][CH2:37][C:15]([C:4]2[N:3]=[C:2]([Cl:1])[N:7]=[C:6]([N:8]3[CH2:13][CH2:12][O:11][CH2:10][C@H:9]3[CH3:14])[CH:5]=2)([S:16]([CH:19]([CH3:21])[CH3:20])(=[O:18])=[O:17])[CH2:34][CH2:33]1)[C:26]1[CH:31]=[CH:30][CH:29]=[CH:28][CH:27]=1. (7) Given the reactants Cl[C:2]1[CH2:3][C:4](=[O:8])[N:5]=[N:6][CH:7]=1.CC1(C)C(C)(C)OB([C:17]2[CH:22]=[CH:21][C:20]([CH:23]([CH3:29])[C:24]([O:26][CH2:27][CH3:28])=[O:25])=[CH:19][CH:18]=2)O1, predict the reaction product. The product is: [O:8]=[C:4]1[NH:5][N:6]=[CH:7][C:2]([C:17]2[CH:22]=[CH:21][C:20]([CH:23]([CH3:29])[C:24]([O:26][CH2:27][CH3:28])=[O:25])=[CH:19][CH:18]=2)=[CH:3]1.